Dataset: Forward reaction prediction with 1.9M reactions from USPTO patents (1976-2016). Task: Predict the product of the given reaction. (1) Given the reactants [C:1]([C:5]1[CH:9]=[C:8]([NH:10][C:11]([NH:13][CH2:14][C:15]2[CH:20]=[C:19]([F:21])[CH:18]=[CH:17][C:16]=2[CH2:22][O:23][C:24]2[CH:29]=[C:28]([CH3:30])[N:27]([CH2:31][C:32]3[CH:37]=[CH:36][CH:35]=[C:34]([O:38][CH3:39])[CH:33]=3)[C:26](=[O:40])[C:25]=2[Cl:41])=[O:12])[N:7]([C:42]2[CH:47]=[CH:46][C:45]([Cl:48])=[C:44]([O:49][Si](C(C)(C)C)(C)C)[CH:43]=2)[N:6]=1)([CH3:4])([CH3:3])[CH3:2].C([O-])=O.C([N+](CCCC)(CCCC)CCCC)CCC, predict the reaction product. The product is: [C:1]([C:5]1[CH:9]=[C:8]([NH:10][C:11]([NH:13][CH2:14][C:15]2[CH:20]=[C:19]([F:21])[CH:18]=[CH:17][C:16]=2[CH2:22][O:23][C:24]2[CH:29]=[C:28]([CH3:30])[N:27]([CH2:31][C:32]3[CH:37]=[CH:36][CH:35]=[C:34]([O:38][CH3:39])[CH:33]=3)[C:26](=[O:40])[C:25]=2[Cl:41])=[O:12])[N:7]([C:42]2[CH:47]=[CH:46][C:45]([Cl:48])=[C:44]([OH:49])[CH:43]=2)[N:6]=1)([CH3:2])([CH3:3])[CH3:4]. (2) The product is: [CH:1]12[CH2:13][CH:9]([CH2:10][N:11]([C:21](=[O:22])[C:23]([F:26])([F:25])[F:24])[CH2:12]1)[CH2:8][C:7]1[CH:6]=[CH:5][CH:4]=[CH:3][C:2]2=1. Given the reactants [CH:1]12[CH2:13][CH:9]([CH2:10][NH:11][CH2:12]1)[CH2:8][C:7]1[CH:6]=[CH:5][CH:4]=[CH:3][C:2]2=1.C(N(CC)CC)C.[C:21](O[C:21]([C:23]([F:26])([F:25])[F:24])=[O:22])([C:23]([F:26])([F:25])[F:24])=[O:22].Cl, predict the reaction product. (3) Given the reactants [Br:1]N1C(=O)CCC1=O.[Cl:9][C:10]1[CH:15]=[CH:14][C:13]([C:16]2[N:20]([CH2:21][CH3:22])[C:19]([C:23](=[O:26])[CH2:24][CH3:25])=[CH:18][C:17]=2[CH3:27])=[CH:12][CH:11]=1.C(OCC)(=O)C, predict the reaction product. The product is: [Br:1][C:18]1[C:17]([CH3:27])=[C:16]([C:13]2[CH:14]=[CH:15][C:10]([Cl:9])=[CH:11][CH:12]=2)[N:20]([CH2:21][CH3:22])[C:19]=1[C:23](=[O:26])[CH2:24][CH3:25]. (4) The product is: [ClH:19].[CH3:18][C@@H:5]1[CH2:6][C:7]2[C:12](=[CH:11][C:10]([N+:13]([O-:15])=[O:14])=[C:9]([O:16][CH3:17])[CH:8]=2)[NH:4]1. Given the reactants C([N:4]1[C:12]2[C:7](=[CH:8][C:9]([O:16][CH3:17])=[C:10]([N+:13]([O-:15])=[O:14])[CH:11]=2)[CH2:6][C@H:5]1[CH3:18])(=O)C.[ClH:19].O1CCOCC1, predict the reaction product.